This data is from Reaction yield outcomes from USPTO patents with 853,638 reactions. The task is: Predict the reaction yield, written as a fraction of the theoretical maximum amount of product (1.0 means a 100% yield; for example, 0.34 means a 34% yield). (1) The reactants are [O:1]([C:8]1[CH:13]=[CH:12][C:11]([OH:14])=[CH:10][CH:9]=1)[C:2]1[CH:7]=[CH:6][CH:5]=[CH:4][CH:3]=1.C(=O)([O-])[O-].[K+].[K+].[CH3:21][C:22](=[O:25])CC.BrCCO. The catalyst is O. The product is [O:1]([C:8]1[CH:9]=[CH:10][C:11]([O:14][CH2:21][CH2:22][OH:25])=[CH:12][CH:13]=1)[C:2]1[CH:7]=[CH:6][CH:5]=[CH:4][CH:3]=1. The yield is 0.620. (2) The reactants are [NH2:1][C:2]1[CH:23]=[CH:22][C:5]([O:6][C:7]2[CH:8]=[CH:9][C:10]3[N:11]([CH:13]=[C:14]([NH:16][C:17]([CH:19]4[CH2:21][CH2:20]4)=[O:18])[N:15]=3)[CH:12]=2)=[C:4]([F:24])[CH:3]=1.[F:25][C:26]1[CH:27]=[C:28]([C:32]2[C:33]([CH3:42])=[CH:34][CH:35]=[C:36]([C:39](O)=[O:40])[N+:37]=2[O-:38])[CH:29]=[CH:30][CH:31]=1.CN(C(ON1N=NC2C=CC=NC1=2)=[N+](C)C)C.F[P-](F)(F)(F)(F)F.C(N(CC)C(C)C)(C)C.C(=O)([O-])O.[Na+]. The catalyst is CN(C)C=O.O1CCCC1. The product is [CH:19]1([C:17]([NH:16][C:14]2[N:15]=[C:10]3[CH:9]=[CH:8][C:7]([O:6][C:5]4[CH:22]=[CH:23][C:2]([NH:1][C:39]([C:36]5[N+:37]([O-:38])=[C:32]([C:28]6[CH:29]=[CH:30][CH:31]=[C:26]([F:25])[CH:27]=6)[C:33]([CH3:42])=[CH:34][CH:35]=5)=[O:40])=[CH:3][C:4]=4[F:24])=[CH:12][N:11]3[CH:13]=2)=[O:18])[CH2:21][CH2:20]1. The yield is 0.750. (3) The reactants are [C:1]([C:3]1[CH:4]=[CH:5][C:6]2[N:10]([S:11]([C:14]3[CH:19]=[CH:18][C:17]([O:20][CH3:21])=[CH:16][CH:15]=3)(=[O:13])=[O:12])[C:9](=[O:22])[N:8]([CH:23]([C:27]3[CH:32]=[CH:31][CH:30]=[CH:29][CH:28]=3)[C:24](O)=[O:25])[C:7]=2[CH:33]=1)#[N:2].ON1[C:39]2[CH:40]=[CH:41][CH:42]=[CH:43][C:38]=2N=N1.[NH:44]=[C:45]=N.[CH3:47][CH2:48][NH+:49]([CH2:52][CH3:53])[CH2:50][CH3:51].[CH3:54][CH2:55][NH+:56](CC)CC.C([O-])([O-])=O. The catalyst is C(Cl)Cl. The product is [CH2:45]([N:44]1[CH2:51][CH2:50][N:49]([C@H:52]2[CH2:54][CH2:55][N:56]([C:24](=[O:25])[CH:23]([N:8]3[C:7]4[CH:33]=[C:3]([C:1]#[N:2])[CH:4]=[CH:5][C:6]=4[N:10]([S:11]([C:14]4[CH:15]=[CH:16][C:17]([O:20][CH3:21])=[CH:18][CH:19]=4)(=[O:12])=[O:13])[C:9]3=[O:22])[C:27]3[CH:28]=[CH:29][CH:30]=[CH:31][CH:32]=3)[CH2:53]2)[CH2:48][CH2:47]1)[C:38]1[CH:43]=[CH:42][CH:41]=[CH:40][CH:39]=1. The yield is 0.450. (4) The reactants are [Br:1][C:2]1[C:3](F)=[C:4]2[C:10]([NH:11][C:12](=[O:17])[C@H:13]([O:15][CH3:16])[CH3:14])=[CH:9][NH:8][C:5]2=[N:6][CH:7]=1.[NH:19]1[CH2:23][CH2:22][C@@H:21]([NH:24][C:25](=[O:31])[O:26][C:27]([CH3:30])([CH3:29])[CH3:28])[CH2:20]1.CCN(C(C)C)C(C)C. The catalyst is CCCCO. The product is [Br:1][C:2]1[C:3]([N:19]2[CH2:23][CH2:22][C@@H:21]([NH:24][C:25](=[O:31])[O:26][C:27]([CH3:29])([CH3:28])[CH3:30])[CH2:20]2)=[C:4]2[C:10]([NH:11][C:12](=[O:17])[C@H:13]([O:15][CH3:16])[CH3:14])=[CH:9][NH:8][C:5]2=[N:6][CH:7]=1. The yield is 0.610.